The task is: Predict the reactants needed to synthesize the given product.. This data is from Full USPTO retrosynthesis dataset with 1.9M reactions from patents (1976-2016). (1) Given the product [N+:1]([C:4]1[CH:5]=[C:6]2[C:7]([C:8](=[O:10])[NH:16][CH:14]=[N:13]2)=[CH:11][CH:12]=1)([O-:3])=[O:2], predict the reactants needed to synthesize it. The reactants are: [N+:1]([C:4]1[CH:5]=[C:6]([NH2:13])[C:7](=[CH:11][CH:12]=1)[C:8]([OH:10])=O)([O-:3])=[O:2].[CH:14]([NH2:16])=O. (2) The reactants are: [OH:1][N:2]=[C:3](Cl)[C:4]1[CH:9]=[CH:8][CH:7]=[N:6][CH:5]=1.[C:11]([C:13]1[CH:18]=[CH:17][C:16]([F:19])=[C:15]([F:20])[CH:14]=1)#[CH:12].N. Given the product [F:20][C:15]1[CH:14]=[C:13]([C:11]2[O:1][N:2]=[C:3]([C:4]3[CH:5]=[N:6][CH:7]=[CH:8][CH:9]=3)[CH:12]=2)[CH:18]=[CH:17][C:16]=1[F:19], predict the reactants needed to synthesize it. (3) Given the product [C:1]1([CH:7]([CH:14]2[CH2:19][CH2:18][N:17]([S:20]([CH3:23])(=[O:22])=[O:21])[CH2:16][CH2:15]2)[CH2:8][C:9]([O:11][CH2:12][CH3:13])=[O:10])[CH:6]=[CH:5][CH:4]=[CH:3][CH:2]=1, predict the reactants needed to synthesize it. The reactants are: [C:1]1([C:7]([CH:14]2[CH2:19][CH2:18][N:17]([S:20]([CH3:23])(=[O:22])=[O:21])[CH2:16][CH2:15]2)=[CH:8][C:9]([O:11][CH2:12][CH3:13])=[O:10])[CH:6]=[CH:5][CH:4]=[CH:3][CH:2]=1. (4) Given the product [Br:18][C:8]1[C:9]2[S:21][C:20]([C:19]([OH:23])=[O:22])=[C:3]([O:2][CH2:1][C:38]([OH:40])=[O:39])[C:5]=2[S:6][CH:7]=1.[CH3:24][O:23][C:19]([C:20]1[S:21][C:9]2[C:8]([Br:18])=[CH:7][S:6][C:5]=2[C:3]=1[O:2][CH2:37][C:38]([O:40][CH2:41][CH3:42])=[O:39])=[O:22], predict the reactants needed to synthesize it. The reactants are: [CH3:1][O:2][C:3]([C:5]1[S:6][CH:7]=[C:8]([Br:18])[C:9]=1OS(C(F)(F)F)(=O)=O)=O.[C:19]([O:23][CH3:24])(=[O:22])[CH2:20][SH:21].C1CCN2C(=NCCC2)CC1.Br[CH2:37][C:38]([O:40][CH2:41][CH3:42])=[O:39].C([O-])([O-])=O.[K+].[K+]. (5) Given the product [I:9][C:7]1[C:2]([NH2:1])=[N:3][C:4]([NH2:8])=[CH:5][CH:6]=1, predict the reactants needed to synthesize it. The reactants are: [NH2:1][C:2]1[CH:7]=[CH:6][CH:5]=[C:4]([NH2:8])[N:3]=1.[I:9]N1C(=O)CCC1=O.O. (6) Given the product [CH2:1]([N:3]1[C:7]([NH:8][C:9](=[O:25])[C@@H:10]([NH:18][CH2:19][C:20]([OH:22])=[O:21])[CH2:11][C:12]2[CH:13]=[CH:14][CH:15]=[CH:16][CH:17]=2)=[CH:6][C:5]([C:26]2[CH:31]=[CH:30][N:29]=[CH:28][CH:27]=2)=[N:4]1)[CH3:2], predict the reactants needed to synthesize it. The reactants are: [CH2:1]([N:3]1[C:7]([NH:8][C:9](=[O:25])[C@@H:10]([NH:18][CH2:19][C:20]([O:22]CC)=[O:21])[CH2:11][C:12]2[CH:17]=[CH:16][CH:15]=[CH:14][CH:13]=2)=[CH:6][C:5]([C:26]2[CH:31]=[CH:30][N:29]=[CH:28][CH:27]=2)=[N:4]1)[CH3:2].[OH-].[Na+].Cl. (7) Given the product [CH2:1]([O:8][C:9](=[O:23])[NH:10][C:11]1[CH:16]=[CH:15][C:14]([C@H:17]2[CH2:21][CH2:20][CH:19]([N:26]3[CH2:27][CH2:28][CH2:29][CH:25]3[CH3:24])[CH2:18]2)=[CH:13][CH:12]=1)[C:2]1[CH:7]=[CH:6][CH:5]=[CH:4][CH:3]=1, predict the reactants needed to synthesize it. The reactants are: [CH2:1]([O:8][C:9](=[O:23])[NH:10][C:11]1[CH:16]=[CH:15][C:14]([C@H:17]2[CH2:21][CH2:20][C:19](=O)[CH2:18]2)=[CH:13][CH:12]=1)[C:2]1[CH:7]=[CH:6][CH:5]=[CH:4][CH:3]=1.[CH3:24][CH:25]1[CH2:29][CH2:28][CH2:27][NH:26]1.C(O)(=O)C.[BH-](OC(C)=O)(OC(C)=O)OC(C)=O.[Na+]. (8) Given the product [CH:1]([NH:4][C:5]([C:7]1[C:15]2[C:10](=[N:11][CH:12]=[C:13]([O:16][C:17]3[CH:22]=[CH:21][CH:20]=[C:19]([CH3:23])[N:18]=3)[N:14]=2)[NH:9][CH:8]=1)=[O:6])([CH3:3])[CH3:2], predict the reactants needed to synthesize it. The reactants are: [CH:1]([NH:4][C:5]([C:7]1[C:15]2[C:10](=[N:11][CH:12]=[C:13]([O:16][C:17]3[CH:22]=[CH:21][CH:20]=[C:19]([CH3:23])[N:18]=3)[N:14]=2)[N:9](COCC[Si](C)(C)C)[CH:8]=1)=[O:6])([CH3:3])[CH3:2].[F-].C([N+](CCCC)(CCCC)CCCC)CCC.C(N)CN. (9) Given the product [CH3:13][CH:12]([C:5]1[C:6]2[C:11](=[CH:10][CH:9]=[CH:8][CH:7]=2)[N:3]([C:1]2[O:31][N:30]=[C:16]([CH:17]3[CH2:22][CH2:21][N:20]([C:23]([O:25][C:26]([CH3:29])([CH3:28])[CH3:27])=[O:24])[CH2:19][CH2:18]3)[CH:2]=2)[N:4]=1)[CH3:14], predict the reactants needed to synthesize it. The reactants are: [C:1]([N:3]1[C:11]2[C:6](=[CH:7][CH:8]=[CH:9][CH:10]=2)[C:5]([CH:12]([CH3:14])[CH3:13])=[N:4]1)#[CH:2].Cl[C:16](=[N:30][OH:31])[CH:17]1[CH2:22][CH2:21][N:20]([C:23]([O:25][C:26]([CH3:29])([CH3:28])[CH3:27])=[O:24])[CH2:19][CH2:18]1.C(=O)(O)[O-].[Na+].O. (10) The reactants are: [Br:1][C:2]1[CH:11]=[C:10]2[C:5]([N:6](C(=O)C(F)(F)F)[C@@H:7]([CH3:19])[CH2:8][N:9]2[C:12]([O:14][C:15]([CH3:18])([CH3:17])[CH3:16])=[O:13])=[CH:4][CH:3]=1.C(=O)(O)[O-].[Na+]. Given the product [Br:1][C:2]1[CH:11]=[C:10]2[C:5]([NH:6][C@@H:7]([CH3:19])[CH2:8][N:9]2[C:12]([O:14][C:15]([CH3:18])([CH3:17])[CH3:16])=[O:13])=[CH:4][CH:3]=1, predict the reactants needed to synthesize it.